This data is from Catalyst prediction with 721,799 reactions and 888 catalyst types from USPTO. The task is: Predict which catalyst facilitates the given reaction. (1) Reactant: [CH3:1][O:2][C:3]1[CH:4]=[C:5]([NH:11][C:12]2[N:17]=[C:16]([N:18]3[C:22]([CH3:23])=[CH:21][C:20]([C:24]([F:27])([F:26])[F:25])=[N:19]3)[C:15]([C:28]3[CH:29]=[C:30]([C:34](O)=[O:35])[CH:31]=[N:32][CH:33]=3)=[CH:14][N:13]=2)[CH:6]=[C:7]([O:9][CH3:10])[CH:8]=1.CCN(CC)CC.CN(C(ON1N=NC2C=CC=CC1=2)=[N+](C)C)C.[B-](F)(F)(F)F.C1C=CC2N(O)N=NC=2C=1.[CH2:76]([CH2:78][NH2:79])[OH:77]. Product: [CH3:1][O:2][C:3]1[CH:4]=[C:5]([NH:11][C:12]2[N:17]=[C:16]([N:18]3[C:22]([CH3:23])=[CH:21][C:20]([C:24]([F:25])([F:27])[F:26])=[N:19]3)[C:15]([C:28]3[CH:29]=[C:30]([C:34]([NH:79][CH2:78][CH2:76][OH:77])=[O:35])[CH:31]=[N:32][CH:33]=3)=[CH:14][N:13]=2)[CH:6]=[C:7]([O:9][CH3:10])[CH:8]=1. The catalyst class is: 665. (2) The catalyst class is: 3. Reactant: O[CH2:2][C:3]1[CH:8]=[CH:7][C:6]([C:9]2[CH:14]=[CH:13][C:12]([C:15]([O:17][CH3:18])=[O:16])=[CH:11][CH:10]=2)=[C:5]([O:19][CH3:20])[CH:4]=1.[Li+].[Br-].P(Br)(Br)[Br:24]. Product: [Br:24][CH2:2][C:3]1[CH:8]=[CH:7][C:6]([C:9]2[CH:14]=[CH:13][C:12]([C:15]([O:17][CH3:18])=[O:16])=[CH:11][CH:10]=2)=[C:5]([O:19][CH3:20])[CH:4]=1. (3) Reactant: [N:1]1([CH:6]2[CH2:15][CH2:14][C:13]([CH3:17])([CH3:16])[C:12]3[CH:11]=[C:10]([C:18]#[C:19][C:20]4[CH:28]=[CH:27][C:23]([C:24]([O-:26])=[O:25])=[CH:22][CH:21]=4)[CH:9]=[CH:8][C:7]2=3)[CH:5]=[CH:4][N:3]=[CH:2]1.[OH-].[Na+]. The catalyst class is: 199. Product: [N:1]1([CH:6]2[CH2:15][CH2:14][C:13]([CH3:17])([CH3:16])[C:12]3[CH:11]=[C:10]([C:18]#[C:19][C:20]4[CH:21]=[CH:22][C:23]([C:24]([OH:26])=[O:25])=[CH:27][CH:28]=4)[CH:9]=[CH:8][C:7]2=3)[CH:5]=[CH:4][N:3]=[CH:2]1. (4) Reactant: [Br:1][C:2]1[CH:7]=[CH:6][CH:5]=[CH:4][C:3]=1[OH:8].Cl[CH2:10][O:11][CH3:12].C(=O)([O-])[O-].[Na+].[Na+]. Product: [Br:1][C:2]1[CH:7]=[CH:6][CH:5]=[CH:4][C:3]=1[O:8][CH2:10][O:11][CH3:12]. The catalyst class is: 18.